Dataset: Experimentally validated miRNA-target interactions with 360,000+ pairs, plus equal number of negative samples. Task: Binary Classification. Given a miRNA mature sequence and a target amino acid sequence, predict their likelihood of interaction. (1) The miRNA is cel-miR-789-3p with sequence UCCCUGCCUGGGUCACCAAUUGU. The protein sequence of the target gene is MEDSQDLNEQSVKKTCTESDVSQSQNSRSMEMQDLASPHTLVGGGDTPGSSKLEKSNLSSTSVTTNGTGGENMTVLNTADWLLSCNTPSSATMSLLAVKTEPLNSSETTATTGDGALDTFTGSVITSSGYSPRSAHQYSPQLYPSKPYPHILSTPAAQTMSAYAGQTQYSGMQQPAVYTAYSQTGQPYSLPTYDLGVMLPAIKTESGLSQTQSPLQSGCLSYSPGFSTPQPGQTPYSYQMPGSSFAPSSTIYANNSVSNSTNFSGSQQDYPSYTAFGQNQYAQYYSASTYGAYMTSNNTA.... Result: 0 (no interaction). (2) The miRNA is hsa-miR-6884-5p with sequence AGAGGCUGAGAAGGUGAUGUUG. The protein sequence of the target gene is MVTNKMTAAFRNPSGKQVATDKVAEKLSSTLSWVKNTVSHTVSQMASQVASPSTSLHTTSSSTTLSTPALSPSSPSQLSPDDLELLAKLEEQNRLLETDSKSLRSVNGSRRNSGSSLVSSSSASSNLSHLEEDSWILWGRIVNEWEDVRKKKEKQVKELVHKGIPHHFRAIVWQLLCSAQSMPIKDQYSELLKMTSPCEKLIRRDIARTYPEHNFFKEKDSLGQEVLFNVMKAYSLVDREVGYCQGSAFIVGLLLMQMPEEEAFCVFVKLMQDYRLRELFKPSMAELGLCMYQFECMIQE.... Result: 1 (interaction). (3) The miRNA is mmu-miR-224-5p with sequence UAAGUCACUAGUGGUUCCGUU. The protein sequence of the target gene is MKGLGDSRPRHLSDSLDPPHEPLFAGPDRNPYLLSPTEAFAREARFPGQNTLPGDGLFPLNNQLPPPSSTFPRIHYNSHFEVPEESPFPSHAQATKINRLPANLLDQFEKQLPIHRDGFSTLQFPRGEAKARGESPGRIRHLVHSVQRLFFTKAPSMEGTAGKVGGNGSKKGGLEDGKGRRAKSKERAKAGEPKRRSRSNISGWWSSDDNLDGEGGAFRSGPASGLMTLGRQQERTQPRYFMHAYNTISGHMLKTTKNTTTELTAPPPPPAPPATCPSLGVGTDTNYVKRGSWSTLTLSH.... Result: 0 (no interaction). (4) The miRNA is hsa-miR-513a-3p with sequence UAAAUUUCACCUUUCUGAGAAGG. The protein sequence of the target gene is MFNSVNLGNFCSPSRKERGADFGERGSCASNLYLPSCTYYMPEFSTVSSFLPQAPSRQISYPYSAQVPPVREVSYGLEPSGKWHHRNSYSSCYAAADELMHRECLPPSTVTEILMKNEGSYGGHHHPSAPHATPAGFYSSVNKNSVLPQAFDRFFDNAYCGGGDPPAEPPCSGKGEAKGEPEAPPASGLASRAEAGAEAEAEEENTNPSSSGSAHSVAKEPAKGAAPNAPRTRKKRCPYSKFQIRELEREFFFNVYINKEKRLQLSRMLNLTDRQVKIWFQNRRMKEKKLSRDRLQYFSG.... Result: 1 (interaction). (5) The miRNA is hsa-miR-6734-3p with sequence CCCUUCCCUCACUCUUCUCUCAG. The protein sequence of the target gene is MRGFNLLLFWGCCVMHSWEGHIRPTRKPNTKGNNCRDSTLCPAYATCTNTVDSYYCACKQGFLSSNGQNHFKDPGVRCKDIDECSQSPQPCGPNSSCKNLSGRYKCSCLDGFSSPTGNDWVPGKPGNFSCTDINECLTSSVCPEHSDCVNSMGSYSCSCQVGFISRNSTCEDVDECADPRACPEHATCNNTVGNYSCFCNPGFESSSGHLSFQGLKASCEDIDECTEMCPINSTCTNTPGSYFCTCHPGFAPSNGQLNFTDQGVECRDIDECRQDPSTCGPNSICTNALGSYSCGCIAGF.... Result: 0 (no interaction). (6) The miRNA is hsa-miR-548e-5p with sequence CAAAAGCAAUCGCGGUUUUUGC. The protein sequence of the target gene is MPRTKQIHPRNLRDKIEEAQKELNGAEVSKKEILQAGVKGTSESLKGVKRKKIVAENHLKKIPKSPLRNPLQAKHKQNTEESSFAVLHSASESHKKQNYIPVKNGKQFTKQNGETPGIIAEASKSEESVSPKKPLFLQQPSELRRWRSEGADPAKFSDLDEQCDSSSLSSKTRTDNSECISSHCGTTSPSYTNTAFDVLLKAMEPELSTLSQKGSPCAIKTEKLRPNKTARSPPKLKNSSMDAPNQTSQELVAESQSSCTSYTVHMSAAQKNEQGAMQSASHLYHQHEHFVPKSNQHNQQ.... Result: 1 (interaction). (7) The miRNA is cel-miR-87-3p with sequence GUGAGCAAAGUUUCAGGUGUGC. The protein sequence of the target gene is MIDLSFLTEEEQEAIMKVLQRDAALKRAEEERVRHLPEKIKDDQQLKNMSGQWFYEAKAKRHRDKIHGADIIRASMRKKRPQIAAEQSKDRENGAKESWVNNVNKDAFLPPELAGVVEEPEEDAAPASPSSSVVNPASSVIDMSQENTRKPNVSPEKRKNPFNSSKLPEGHSSQQTKNEQSKNGRTGLFQTSKEDELSESKEKSTVADTSIQKLEKSKQTLPGLSNGSQIKAPIPKARKMIYKSTDLNKDDNQSFPRQRTDSLKARGAPRGILKRNSSSSSTDSETLRYNHNFEPKSKIV.... Result: 0 (no interaction). (8) The miRNA is mmu-miR-705 with sequence GGUGGGAGGUGGGGUGGGCA. The protein sequence of the target gene is MAASRLPPATLTLKQFVRRQQVLLLYRRILQTIRQVPNDSDRKYLKDWAREEFRRNKSATEEDTIRMMITQGNMQLKELEKTLALAKS. Result: 0 (no interaction). (9) Result: 0 (no interaction). The miRNA is mmu-miR-7213-3p with sequence UACCUCAAGAGAGCCAGUCU. The protein sequence of the target gene is MTAGTVVITGGILATVILLCIIAVLCYCRLQYYCCKKDESEEDEEEPDFAVHSHLPPLHSNRNLVLTNGPALYPAATTSFSQKSPQARALCRSCSHYEPPTFFLQEPEDEDFEGVRNGGGRVAYKSISQEDVELPSASFGGLQALNPNRLSAMREAFSRSRSVSTDV.